From a dataset of Catalyst prediction with 721,799 reactions and 888 catalyst types from USPTO. Predict which catalyst facilitates the given reaction. (1) Reactant: C(OC(=O)[NH:7][CH2:8][C:9]([N:11]1[CH2:16][CH2:15][N:14]([C:17]2[CH:22]=[CH:21][CH:20]=[C:19]([C:23]3[NH:27][C:26]4[CH:28]=[CH:29][CH:30]=[CH:31][C:25]=4[N:24]=3)[CH:18]=2)[CH2:13][CH2:12]1)=O)(C)(C)C. Product: [NH:24]1[C:25]2[CH:31]=[CH:30][CH:29]=[CH:28][C:26]=2[N:27]=[C:23]1[C:19]1[CH:18]=[C:17]([N:14]2[CH2:13][CH2:12][N:11]([CH2:9][CH2:8][NH2:7])[CH2:16][CH2:15]2)[CH:22]=[CH:21][CH:20]=1. The catalyst class is: 1. (2) Reactant: C(O[C:6]([NH:8][CH:9]1[CH2:14][C:13]([CH3:19])([C:15]([O:17][CH3:18])=[O:16])[CH2:12][CH2:11][CH2:10]1)=O)(C)(C)C.Cl.CCN(C(C)C)C(C)C.[Cl:30][C:31]1[N:36]=C(Cl)[C:34]([F:38])=[CH:33][N:32]=1. Product: [Cl:30][C:31]1[N:36]=[C:6]([NH:8][C@H:9]2[CH2:10][CH2:11][CH2:12][C@@:13]([CH3:19])([C:15]([O:17][CH3:18])=[O:16])[CH2:14]2)[C:34]([F:38])=[CH:33][N:32]=1. The catalyst class is: 5.